Regression. Given a peptide amino acid sequence and an MHC pseudo amino acid sequence, predict their binding affinity value. This is MHC class II binding data. From a dataset of Peptide-MHC class II binding affinity with 134,281 pairs from IEDB. The peptide sequence is LVVGIYDEPMTPGQC. The MHC is HLA-DPA10201-DPB10501 with pseudo-sequence HLA-DPA10201-DPB10501. The binding affinity (normalized) is 0.0618.